Dataset: Full USPTO retrosynthesis dataset with 1.9M reactions from patents (1976-2016). Task: Predict the reactants needed to synthesize the given product. (1) Given the product [CH3:21][C:19]1[O:20][C:16]([CH2:15][NH:6][C:5]2[CH:7]=[CH:8][C:9]([C:10]3[O:14][CH:13]=[N:12][CH:11]=3)=[C:3]([O:2][CH3:1])[CH:4]=2)=[CH:17][CH:18]=1, predict the reactants needed to synthesize it. The reactants are: [CH3:1][O:2][C:3]1[CH:4]=[C:5]([CH:7]=[CH:8][C:9]=1[C:10]1[O:14][CH:13]=[N:12][CH:11]=1)[NH2:6].[CH3:15][C:16]1[O:20][C:19]([CH:21]=O)=[CH:18][CH:17]=1. (2) Given the product [OH:1][CH2:2][C:3]1[CH:12]=[CH:11][CH:10]=[C:9]2[C:4]=1[CH:5]=[CH:6][CH:7]=[C:8]2[O:13][C:15]1[CH:22]=[CH:21][C:18]([C:19]#[N:20])=[CH:17][N:16]=1, predict the reactants needed to synthesize it. The reactants are: [OH:1][CH2:2][C:3]1[CH:12]=[CH:11][CH:10]=[C:9]2[C:4]=1[CH:5]=[CH:6][CH:7]=[C:8]2[OH:13].Cl[C:15]1[CH:22]=[CH:21][C:18]([C:19]#[N:20])=[CH:17][N:16]=1. (3) Given the product [CH2:27]([N:24]1[C:5]2[N:6]=[C:7]([NH:10][C:11]3[CH:16]=[CH:15][C:14]([N:17]4[CH2:22][CH2:21][N:20]([CH3:23])[CH2:19][CH2:18]4)=[CH:13][CH:12]=3)[N:8]=[CH:9][C:4]=2[CH:3]=[C:2]([B:29]([OH:33])[OH:30])[C:25]1=[O:26])[CH3:28], predict the reactants needed to synthesize it. The reactants are: Br[C:2]1[C:25](=[O:26])[N:24]([CH2:27][CH3:28])[C:5]2[N:6]=[C:7]([NH:10][C:11]3[CH:16]=[CH:15][C:14]([N:17]4[CH2:22][CH2:21][N:20]([CH3:23])[CH2:19][CH2:18]4)=[CH:13][CH:12]=3)[N:8]=[CH:9][C:4]=2[CH:3]=1.[B:29]1(B2OC(C)(C)C(C)(C)O2)[O:33]C(C)(C)C(C)(C)[O:30]1.C([O-])(=O)C.[K+]. (4) Given the product [CH3:27][N:9]([CH3:8])[CH2:10][CH2:11][CH2:12][C:13]1[CH:14]=[C:15]([NH2:19])[CH:16]=[N:17][CH:18]=1, predict the reactants needed to synthesize it. The reactants are: FC(F)(F)C(O)=O.[CH3:8][N:9]([CH3:27])[CH2:10][CH2:11][CH2:12][C:13]1[CH:14]=[C:15]([NH:19]C(=O)OC(C)(C)C)[CH:16]=[N:17][CH:18]=1. (5) Given the product [Cl:1][C:2]1[C:3]2[CH:10]=[CH:9][N:8]([CH:11]([O:15][CH2:16][CH3:17])[O:12][CH2:13][CH3:14])[C:4]=2[N:5]=[CH:6][N:7]=1, predict the reactants needed to synthesize it. The reactants are: [Cl:1][C:2]1[N:7]=[CH:6][NH:5][C:4]2=[N:8][CH:9]=[CH:10][C:3]=12.[CH:11](OCC)([O:15][CH2:16][CH3:17])[O:12][CH2:13][CH3:14]. (6) Given the product [NH2:27][C:22]1[CH:23]=[N:24][CH:25]=[CH:26][C:21]=1[N:11]1[CH2:12][C@H:13]([CH3:20])[C@H:14]([NH:15][C:16](=[O:17])[O:18][CH3:19])[C@H:9]([NH:8][C:6](=[O:7])[O:5][C:1]([CH3:4])([CH3:3])[CH3:2])[CH2:10]1, predict the reactants needed to synthesize it. The reactants are: [C:1]([O:5][C:6]([NH:8][C@H:9]1[C@@H:14]([NH:15][C:16]([O:18][CH3:19])=[O:17])[C@@H:13]([CH3:20])[CH2:12][N:11]([C:21]2[CH:26]=[CH:25][N:24]=[CH:23][C:22]=2[N:27](C(OC(C)(C)C)=O)C(OC(C)(C)C)=O)[CH2:10]1)=[O:7])([CH3:4])([CH3:3])[CH3:2].Cl.O1CCOCC1.CCN(C(C)C)C(C)C.C(OC(ON1C(=O)CCC1=O)=O)(C)(C)C. (7) Given the product [NH2:1][C:2](=[N:8][C:9]1[CH:14]=[CH:13][C:12]([N:15]2[CH2:16][CH2:17][N:18]([C:21]([NH:23][CH2:24][CH2:25][CH2:26][CH2:27][CH:28]3[CH2:32][CH2:31][S:30][S:29]3)=[O:22])[CH2:19][CH2:20]2)=[C:11]([C:33]#[N:38])[CH:10]=1)[C:3]1[S:4][CH:5]=[CH:6][CH:7]=1, predict the reactants needed to synthesize it. The reactants are: [NH2:1][C:2](=[N:8][C:9]1[CH:14]=[CH:13][C:12]([N:15]2[CH2:20][CH2:19][N:18]([C:21]([NH:23][CH2:24][CH2:25][CH2:26][CH2:27][CH:28]3[CH2:32][CH2:31][S:30][S:29]3)=[O:22])[CH2:17][CH2:16]2)=[C:11]([CH3:33])[CH:10]=1)[C:3]1[S:4][CH:5]=[CH:6][CH:7]=1.FC1C=CC([N+]([O-])=O)=CC=1C#[N:38].